Dataset: Full USPTO retrosynthesis dataset with 1.9M reactions from patents (1976-2016). Task: Predict the reactants needed to synthesize the given product. (1) The reactants are: [CH:1]([NH:4][C:5]([C:7]1[C:15]2[C:10](=[N:11][CH:12]=[C:13]([O:16][C:17]3[CH:18]=[C:19]4[C:23](=[CH:24][CH:25]=3)[CH2:22][CH2:21][C@H:20]4[NH:26][S:27]([CH3:30])(=[O:29])=[O:28])[N:14]=2)[N:9](COCC[Si](C)(C)C)[CH:8]=1)=[O:6])([CH3:3])[CH3:2].[F-].C([N+](CCCC)(CCCC)CCCC)CCC.C(N)CN. Given the product [CH:1]([NH:4][C:5]([C:7]1[C:15]2[C:10](=[N:11][CH:12]=[C:13]([O:16][C:17]3[CH:18]=[C:19]4[C:23](=[CH:24][CH:25]=3)[CH2:22][CH2:21][C@H:20]4[NH:26][S:27]([CH3:30])(=[O:28])=[O:29])[N:14]=2)[NH:9][CH:8]=1)=[O:6])([CH3:3])[CH3:2], predict the reactants needed to synthesize it. (2) Given the product [O:1]1[CH2:5][CH2:4][O:3][CH:2]1[C:6]1[CH:11]=[CH:10][CH:9]=[CH:8][C:7]=1[C:20]1([OH:27])[CH:21]([CH3:26])[CH:22]([CH3:25])[C:23]([CH3:24])=[C:19]1[CH3:18], predict the reactants needed to synthesize it. The reactants are: [O:1]1[CH2:5][CH2:4][O:3][CH:2]1[C:6]1[CH:11]=[CH:10][CH:9]=[CH:8][C:7]=1Br.C([Li])CCC.[CH3:18][C:19]1[C:20](=[O:27])[CH:21]([CH3:26])[CH:22]([CH3:25])[C:23]=1[CH3:24].C1(C)C=CC=CC=1. (3) Given the product [ClH:15].[Cl:18][CH2:17][C:7]1[CH:6]=[C:5]2[C:10](=[CH:9][CH:8]=1)[N:1]=[CH:2][CH:3]=[CH:4]2.[ClH:15].[Cl:15][CH2:9][C:8]1[CH:11]=[C:4]2[C:5](=[CH:6][CH:7]=1)[CH:10]=[N:1][CH:2]=[CH:3]2, predict the reactants needed to synthesize it. The reactants are: [N:1]1[C:10]2[C:5](=[CH:6][CH:7]=[CH:8][CH:9]=2)[C:4]([CH2:11]O)=[CH:3][CH:2]=1.O=S(Cl)[Cl:15].[CH2:17](Cl)[Cl:18].